Task: Predict which catalyst facilitates the given reaction.. Dataset: Catalyst prediction with 721,799 reactions and 888 catalyst types from USPTO (1) Reactant: Cl.Cl.[C:3]([C:7]1[CH:8]=[C:9]([NH:13][C:14]([NH:16][C:17]2[CH:22]=[CH:21][C:20]([CH2:23][N:24]3[CH2:29][CH2:28][NH:27][CH2:26][CH2:25]3)=[CH:19][CH:18]=2)=[O:15])[N:10]([CH3:12])[N:11]=1)([CH3:6])([CH3:5])[CH3:4].CCN(C(C)C)C(C)C.N=C=N.C1C=CC2N(O)N=NC=2C=1.[C:52](O)(=[O:59])[C:53]1[CH:58]=[CH:57][N:56]=[CH:55][CH:54]=1.C(O)C(N)(CO)CO. Product: [C:3]([C:7]1[CH:8]=[C:9]([NH:13][C:14]([NH:16][C:17]2[CH:22]=[CH:21][C:20]([CH2:23][N:24]3[CH2:29][CH2:28][N:27]([C:52]([C:53]4[CH:58]=[CH:57][N:56]=[CH:55][CH:54]=4)=[O:59])[CH2:26][CH2:25]3)=[CH:19][CH:18]=2)=[O:15])[N:10]([CH3:12])[N:11]=1)([CH3:6])([CH3:4])[CH3:5]. The catalyst class is: 2. (2) Reactant: C(OC(=O)[NH:7][C:8]1[CH:13]=[C:12]([O:14][CH2:15][CH2:16][CH3:17])[C:11]([C:18]([F:21])([F:20])[F:19])=[CH:10][C:9]=1[NH:22][C:23](=[O:41])[CH2:24][C:25]([C:27]1[CH:32]=[CH:31][CH:30]=[C:29]([C:33]2[CH:38]=[C:37]([CH3:39])[N:36]=[C:35]([CH3:40])[CH:34]=2)[CH:28]=1)=O)(C)(C)C.C(O)(C(F)(F)F)=O. Product: [CH3:40][C:35]1[CH:34]=[C:33]([C:29]2[CH:28]=[C:27]([C:25]3[CH2:24][C:23](=[O:41])[NH:22][C:9]4[CH:10]=[C:11]([C:18]([F:21])([F:19])[F:20])[C:12]([O:14][CH2:15][CH2:16][CH3:17])=[CH:13][C:8]=4[N:7]=3)[CH:32]=[CH:31][CH:30]=2)[CH:38]=[C:37]([CH3:39])[N:36]=1. The catalyst class is: 2. (3) Reactant: [O-]P([O-])([O-])=O.[K+].[K+].[K+].[C@@H]1(N)CCCC[C@H]1N.CCCCCCCCCCCC.I[C:30]1[S:31][CH:32]=[CH:33][CH:34]=1.[NH:35]1[CH2:39][CH2:38][CH2:37][C:36]1=[O:40]. Product: [S:31]1[CH:32]=[CH:33][CH:34]=[C:30]1[N:35]1[CH2:39][CH2:38][CH2:37][C:36]1=[O:40]. The catalyst class is: 321. (4) Reactant: C[O:2][C:3]([C:5]1([CH2:10][CH2:11][O:12][CH3:13])[CH2:9][CH2:8][CH2:7][CH2:6]1)=[O:4].[OH-].[Na+].CCOCC.CCCCCC.II. Product: [CH3:13][O:12][CH2:11][CH2:10][C:5]1([C:3]([OH:4])=[O:2])[CH2:6][CH2:7][CH2:8][CH2:9]1. The catalyst class is: 36.